Regression. Given two drug SMILES strings and cell line genomic features, predict the synergy score measuring deviation from expected non-interaction effect. From a dataset of NCI-60 drug combinations with 297,098 pairs across 59 cell lines. (1) Cell line: COLO 205. Synergy scores: CSS=-1.24, Synergy_ZIP=1.00, Synergy_Bliss=-2.62, Synergy_Loewe=-6.54, Synergy_HSA=-6.10. Drug 2: CC12CCC3C(C1CCC2OP(=O)(O)O)CCC4=C3C=CC(=C4)OC(=O)N(CCCl)CCCl.[Na+]. Drug 1: CNC(=O)C1=CC=CC=C1SC2=CC3=C(C=C2)C(=NN3)C=CC4=CC=CC=N4. (2) Drug 1: CC1=C(C=C(C=C1)NC(=O)C2=CC=C(C=C2)CN3CCN(CC3)C)NC4=NC=CC(=N4)C5=CN=CC=C5. Drug 2: C1=CC=C(C(=C1)C(C2=CC=C(C=C2)Cl)C(Cl)Cl)Cl. Cell line: HOP-92. Synergy scores: CSS=-4.58, Synergy_ZIP=2.51, Synergy_Bliss=0.303, Synergy_Loewe=-3.05, Synergy_HSA=-4.59. (3) Drug 1: CC1=C2C(C(=O)C3(C(CC4C(C3C(C(C2(C)C)(CC1OC(=O)C(C(C5=CC=CC=C5)NC(=O)OC(C)(C)C)O)O)OC(=O)C6=CC=CC=C6)(CO4)OC(=O)C)OC)C)OC. Drug 2: C(CN)CNCCSP(=O)(O)O. Cell line: SK-MEL-28. Synergy scores: CSS=12.6, Synergy_ZIP=-1.80, Synergy_Bliss=-5.02, Synergy_Loewe=-6.55, Synergy_HSA=-4.09.